Dataset: Full USPTO retrosynthesis dataset with 1.9M reactions from patents (1976-2016). Task: Predict the reactants needed to synthesize the given product. (1) Given the product [OH:3][CH:1]([CH:4]1[CH2:5][CH2:6][N:7]([C:10]([O:12][C:13]([CH3:14])([CH3:16])[CH3:15])=[O:11])[CH2:8][CH2:9]1)[CH3:2], predict the reactants needed to synthesize it. The reactants are: [C:1]([CH:4]1[CH2:9][CH2:8][N:7]([C:10]([O:12][C:13]([CH3:16])([CH3:15])[CH3:14])=[O:11])[CH2:6][CH2:5]1)(=[O:3])[CH3:2].[BH4-].[Na+]. (2) Given the product [CH3:11][O:10][C:9](=[O:12])[O-:14].[CH2:1]([NH+:3]1[CH2:7][CH2:6][N:5]([CH3:9])[CH:4]1[CH3:8])[CH3:2], predict the reactants needed to synthesize it. The reactants are: [CH2:1]([N:3]1[CH2:7][CH2:6][N:5]=[C:4]1[CH3:8])[CH3:2].[C:9](=[O:14])([O:12]C)[O:10][CH3:11]. (3) Given the product [NH2:21][C:9]1[CH:8]=[C:7]2[C:12]([C:13]([C:14]3[CH:19]=[CH:18][C:17]([F:20])=[CH:16][CH:15]=3)=[C:4]([C:2]([NH2:3])=[O:31])[C:5]([CH3:30])([CH3:29])[O:6]2)=[CH:11][CH:10]=1, predict the reactants needed to synthesize it. The reactants are: Cl.[C:2]([C:4]1[C:5]([CH3:30])([CH3:29])[O:6][C:7]2[C:12]([C:13]=1[C:14]1[CH:19]=[CH:18][C:17]([F:20])=[CH:16][CH:15]=1)=[CH:11][CH:10]=[C:9]([NH:21]C(=O)OC(C)(C)C)[CH:8]=2)#[N:3].[O:31]1CCOCC1. (4) Given the product [Cl:22][C:19]1[CH:20]=[CH:21][C:16]([O:15][C:14]2[CH:13]=[N:12][CH:11]=[C:10]3[S:23][C:7]([C:5]4[NH:4][CH2:3][CH2:2][N:1]=4)=[CH:8][C:9]=23)=[CH:17][CH:18]=1, predict the reactants needed to synthesize it. The reactants are: [NH2:1][CH2:2][CH2:3][NH:4][C:5]([C:7]1[S:23][C:10]2=[CH:11][N:12]=[CH:13][C:14]([O:15][C:16]3[CH:21]=[CH:20][C:19]([Cl:22])=[CH:18][CH:17]=3)=[C:9]2[CH:8]=1)=O.[O-2].[Ca+2]. (5) Given the product [C:1]([O:5][C:6](=[O:20])[CH2:7]/[C:8](=[CH:44]\[CH2:43][CH2:42][C:46]1[CH:35]=[CH:34][CH:29]=[CH:28][CH:27]=1)/[C:9]([OH:11])=[O:10])([CH3:2])([CH3:3])[CH3:4], predict the reactants needed to synthesize it. The reactants are: [C:1]([O:5][C:6](=[O:20])[CH2:7][CH:8](P(OCC)(OCC)=O)[C:9]([OH:11])=[O:10])([CH3:4])([CH3:3])[CH3:2].CC(C)([O-])C.[K+].[C:27](O)(=O)[CH2:28][C:29]([CH2:34][C:35](O)=O)(C(O)=O)O.[OH-].[Na+].[CH2:42]1[CH2:46]O[CH2:44][CH2:43]1.